This data is from Catalyst prediction with 721,799 reactions and 888 catalyst types from USPTO. The task is: Predict which catalyst facilitates the given reaction. Reactant: Cl[C:2]1[CH:7]=[C:6]([C:8]2[CH:13]=[CH:12][C:11]([F:14])=[CH:10][CH:9]=2)[N:5]2[N:15]=[C:16]([CH2:25][O:26][CH2:27][CH3:28])[C:17]([C:18]3[CH:23]=[CH:22][C:21]([CH3:24])=[CH:20][CH:19]=3)=[C:4]2[N:3]=1.[CH3:29][CH2:30][N:31](C(C)C)C(C)C.NC([OH:41])C. Product: [CH2:27]([O:26][CH2:25][C:16]1[C:17]([C:18]2[CH:23]=[CH:22][C:21]([CH3:24])=[CH:20][CH:19]=2)=[C:4]2[N:3]=[C:2]([NH:31][CH2:30][CH2:29][OH:41])[CH:7]=[C:6]([C:8]3[CH:13]=[CH:12][C:11]([F:14])=[CH:10][CH:9]=3)[N:5]2[N:15]=1)[CH3:28]. The catalyst class is: 10.